From a dataset of Full USPTO retrosynthesis dataset with 1.9M reactions from patents (1976-2016). Predict the reactants needed to synthesize the given product. (1) Given the product [NH:31]1[C:1]([CH2:3][CH:4]2[C:26]3[C:21](=[CH:22][CH:23]=[CH:24][CH:25]=3)[C:6]3([CH2:11][CH2:10][N:9]([C:12]([NH:14][CH:15]4[CH:20]5[CH2:26][CH:4]6[CH2:5][CH:18]([CH2:17][CH:16]4[CH2:3]6)[CH2:19]5)=[O:13])[CH2:8][CH2:7]3)[CH2:5]2)=[N:2][N:33]=[N:32]1, predict the reactants needed to synthesize it. The reactants are: [C:1]([CH2:3][CH:4]1[C:26]2[C:21](=[CH:22][CH:23]=[CH:24][CH:25]=2)[C:6]2([CH2:11][CH2:10][N:9]([C:12]([NH:14][CH:15]3[CH2:20][CH2:19][CH2:18][CH2:17][CH2:16]3)=[O:13])[CH2:8][CH2:7]2)[CH2:5]1)#[N:2].[Sn]([N:31]=[N+:32]=[N-:33])(C)(C)C. (2) Given the product [C:15]([NH:19][C:20](=[O:21])[C:22]1[CH:27]=[CH:26][C:25]([S:28]([N:31]2[C:39]3[C:34](=[CH:35][C:36]([O:40][CH2:41][CH3:42])=[CH:37][CH:38]=3)[C:33]([C:44]3[CH:45]=[C:46]([C:47]([N:5]4[CH2:6][CH2:7][N:2]([CH3:1])[CH2:3][CH2:4]4)=[O:48])[CH:50]=[CH:51][C:52]=3[Cl:53])([CH3:43])[C:32]2=[O:54])(=[O:30])=[O:29])=[C:24]([O:55][CH3:56])[CH:23]=1)([CH3:16])([CH3:17])[CH3:18], predict the reactants needed to synthesize it. The reactants are: [CH3:1][N:2]1[CH2:7][CH2:6][NH:5][CH2:4][CH2:3]1.C(N(CC)CC)C.[C:15]([NH:19][C:20]([C:22]1[CH:27]=[CH:26][C:25]([S:28]([N:31]2[C:39]3[C:34](=[CH:35][C:36]([O:40][CH2:41][CH3:42])=[CH:37][CH:38]=3)[C:33]([C:44]3[CH:45]=[C:46]([CH:50]=[CH:51][C:52]=3[Cl:53])[C:47](O)=[O:48])([CH3:43])[C:32]2=[O:54])(=[O:30])=[O:29])=[C:24]([O:55][CH3:56])[CH:23]=1)=[O:21])([CH3:18])([CH3:17])[CH3:16].O.